Dataset: Reaction yield outcomes from USPTO patents with 853,638 reactions. Task: Predict the reaction yield, written as a fraction of the theoretical maximum amount of product (1.0 means a 100% yield; for example, 0.34 means a 34% yield). (1) The reactants are Br[C:2]1[C:7]([F:8])=[CH:6][C:5]([N:9]2[C:18]3[C:13](=[CH:14][C:15]([S:19]([N:22]([C:32]4[CH:36]=[CH:35][O:34][N:33]=4)[CH2:23][C:24]4[CH:29]=[CH:28][C:27]([O:30][CH3:31])=[CH:26][CH:25]=4)(=[O:21])=[O:20])=[CH:16][CH:17]=3)[CH:12]=[CH:11][C:10]2=[O:37])=[C:4]([O:38][CH3:39])[CH:3]=1.[OH:40][C:41]1[CH:46]=[C:45]([CH3:47])[CH:44]=[CH:43][N:42]=1.C(=O)([O-])[O-].[Cs+].[Cs+].CN[C@@H]1CCCC[C@H]1NC.N#N. The catalyst is [Cu]I.O1CCOCC1. The product is [F:8][C:7]1[C:2]([N:42]2[CH:43]=[CH:44][C:45]([CH3:47])=[CH:46][C:41]2=[O:40])=[CH:3][C:4]([O:38][CH3:39])=[C:5]([N:9]2[C:18]3[C:13](=[CH:14][C:15]([S:19]([N:22]([C:32]4[CH:36]=[CH:35][O:34][N:33]=4)[CH2:23][C:24]4[CH:25]=[CH:26][C:27]([O:30][CH3:31])=[CH:28][CH:29]=4)(=[O:20])=[O:21])=[CH:16][CH:17]=3)[CH:12]=[CH:11][C:10]2=[O:37])[CH:6]=1. The yield is 0.0350. (2) The reactants are C([Si]([O:18][CH2:19][C:20]1[CH:25]=[CH:24][CH:23]=[CH:22][C:21]=1[CH:26]([S:35]([C:38]1[CH:43]=[CH:42][C:41]([Cl:44])=[CH:40][CH:39]=1)(=[O:37])=[O:36])[CH2:27][CH2:28][CH2:29][CH2:30][S:31]([CH3:34])(=[O:33])=[O:32])(C1C=CC=CC=1)C1C=CC=CC=1)(C)(C)C.[F-].C([N+](CCCC)(CCCC)CCCC)CCC.O.CO. The catalyst is O1CCCC1. The product is [Cl:44][C:41]1[CH:42]=[CH:43][C:38]([S:35]([CH:26]([C:21]2[CH:22]=[CH:23][CH:24]=[CH:25][C:20]=2[CH2:19][OH:18])[CH2:27][CH2:28][CH2:29][CH2:30][S:31]([CH3:34])(=[O:33])=[O:32])(=[O:36])=[O:37])=[CH:39][CH:40]=1. The yield is 0.610. (3) The reactants are Cl.C[O:3][C:4](=[O:14])[C@H:5]([CH2:7][C:8]1[CH:13]=[CH:12][CH:11]=[CH:10][CH:9]=1)[NH2:6].O.[C:16](=[O:19])([O-])[O-:17].[Na+].[Na+].C(OC(OO[C:26]([CH3:29])([CH3:28])[CH3:27])=O)(OO[C:26]([CH3:29])([CH3:28])[CH3:27])=O. The catalyst is CO. The product is [C:26]([O:17][C:16]([NH:6][C@H:5]([C:4]([OH:3])=[O:14])[CH2:7][C:8]1[CH:13]=[CH:12][CH:11]=[CH:10][CH:9]=1)=[O:19])([CH3:29])([CH3:28])[CH3:27]. The yield is 0.950. (4) The reactants are C(OC([NH:8][C:9]1[C:17]([C:18]2[CH:23]=[CH:22][CH:21]=[C:20]([N+:24]([O-:26])=[O:25])[CH:19]=2)=[N:16][CH:15]=[CH:14][C:10]=1[C:11]([OH:13])=[O:12])=O)(C)(C)C.C(O)(C(F)(F)F)=O. The catalyst is C(Cl)Cl. The product is [NH2:8][C:9]1[C:17]([C:18]2[CH:23]=[CH:22][CH:21]=[C:20]([N+:24]([O-:26])=[O:25])[CH:19]=2)=[N:16][CH:15]=[CH:14][C:10]=1[C:11]([OH:13])=[O:12]. The yield is 0.960. (5) The reactants are [N:1]1[C:14]2[C:5](=[CH:6][CH:7]=[C:8]3[C:13]=2N=CC=C3)C=C[CH:2]=1.CC(C)([O-])C.[Na+].CCCCCCCCCCCC.I[C:34]1[CH:35]=[C:36]([CH3:41])[CH:37]=[C:38]([CH3:40])[CH:39]=1.CNC1C=CC=CC=1. The catalyst is [Cu]I.O1CCOCC1. The product is [CH3:40][C:38]1[CH:39]=[C:34]([N:1]([CH3:2])[C:14]2[CH:5]=[CH:6][CH:7]=[CH:8][CH:13]=2)[CH:35]=[C:36]([CH3:41])[CH:37]=1. The yield is 0.500. (6) The reactants are C(Cl)(=O)C(Cl)=O.CS(C)=O.[C:11]([O:19][C@@H:20]1[CH2:54][N:23]2[C:24](=[O:53])[C@@H:25]([NH:45][C:46]([O:48][C:49]([CH3:52])([CH3:51])[CH3:50])=[O:47])[CH2:26][CH2:27][CH2:28][CH2:29][CH2:30][C@H:31]([OH:44])[CH2:32][C@@H:33]3[CH2:38][C@@:34]3([C:39]([O:41][CH2:42][CH3:43])=[O:40])[NH:35][C:36](=[O:37])[C@@H:22]2[CH2:21]1)(=[O:18])[C:12]1[CH:17]=[CH:16][CH:15]=[CH:14][CH:13]=1.C(N(CC)CC)C. The catalyst is ClCCl. The product is [C:11]([O:19][C@@H:20]1[CH2:54][N:23]2[C:24](=[O:53])[C@@H:25]([NH:45][C:46]([O:48][C:49]([CH3:51])([CH3:50])[CH3:52])=[O:47])[CH2:26][CH2:27][CH2:28][CH2:29][CH2:30][C:31](=[O:44])[CH2:32][C@@H:33]3[CH2:38][C@@:34]3([C:39]([O:41][CH2:42][CH3:43])=[O:40])[NH:35][C:36](=[O:37])[C@@H:22]2[CH2:21]1)(=[O:18])[C:12]1[CH:13]=[CH:14][CH:15]=[CH:16][CH:17]=1. The yield is 0.840. (7) The reactants are [F:1][C:2]([F:19])([F:18])[O:3][C:4]1[CH:9]=[CH:8][C:7]([C:10]2[N:15]=[CH:14][N:13]=[C:12]([C:16]#[N:17])[CH:11]=2)=[CH:6][CH:5]=1.[ClH:20]. The catalyst is [Pd].C(O)C. The product is [ClH:20].[F:19][C:2]([F:1])([F:18])[O:3][C:4]1[CH:9]=[CH:8][C:7]([C:10]2[N:15]=[CH:14][N:13]=[C:12]([CH2:16][NH2:17])[CH:11]=2)=[CH:6][CH:5]=1. The yield is 0.320. (8) The reactants are [CH2:1]([O:3][C:4](=[O:11])[CH2:5][C:6]1[N:7]=[N:8][NH:9][N:10]=1)[CH3:2].S(=O)(=O)(O)O.C(OCC)(=O)C.[OH-].[Na+].[CH3:25][C:26](O)([CH3:28])[CH3:27]. The catalyst is FC(F)(F)C(O)=O. The product is [CH2:1]([O:3][C:4](=[O:11])[CH2:5][C:6]1[N:7]=[N:8][N:9]([C:26]([CH3:28])([CH3:27])[CH3:25])[N:10]=1)[CH3:2]. The yield is 0.520. (9) The reactants are C(N1C=CN=C1)(N1C=CN=C1)=O.[NH:13]([C:25]([O:27][C:28]([CH3:31])([CH3:30])[CH3:29])=[O:26])[C@@H:14]([C:22]([OH:24])=O)[CH2:15][C:16]1[CH:21]=[CH:20][CH:19]=[CH:18][CH:17]=1.[O:32]1[CH2:37][CH2:36][CH:35]([CH2:38][N:39]2[CH2:44][CH2:43][CH:42]([CH2:45][NH2:46])[CH2:41][CH2:40]2)[CH2:34][CH2:33]1.[OH-].[Na+]. The catalyst is O1CCCC1. The product is [C:28]([O:27][C:25](=[O:26])[NH:13][C@@H:14]([C:22](=[O:24])[NH:46][CH2:45][CH:42]1[CH2:41][CH2:40][N:39]([CH2:38][CH:35]2[CH2:34][CH2:33][O:32][CH2:37][CH2:36]2)[CH2:44][CH2:43]1)[CH2:15][C:16]1[CH:17]=[CH:18][CH:19]=[CH:20][CH:21]=1)([CH3:31])([CH3:30])[CH3:29]. The yield is 0.850. (10) The reactants are [CH:1]([NH:14][C@H:15]1[CH2:20][CH2:19][C@@H:18]([C:21]2[CH:26]=[CH:25][CH:24]=[CH:23][CH:22]=2)[CH2:17][CH2:16]1)([C:8]1[CH:13]=[CH:12][CH:11]=[CH:10][CH:9]=1)[C:2]1[CH:7]=[CH:6][CH:5]=[CH:4][CH:3]=1.C1(C2CCC(=O)CC2)C=CC=CC=1.C1(C(C2C=CC=CC=2)N)C=CC=CC=1.C(O[BH-](OC(=O)C)OC(=O)C)(=O)C.[Na+]. The catalyst is ClCCCl. The product is [CH:1]([NH:14][C@H:15]1[CH2:16][CH2:17][C@H:18]([C:21]2[CH:26]=[CH:25][CH:24]=[CH:23][CH:22]=2)[CH2:19][CH2:20]1)([C:8]1[CH:13]=[CH:12][CH:11]=[CH:10][CH:9]=1)[C:2]1[CH:3]=[CH:4][CH:5]=[CH:6][CH:7]=1. The yield is 0.195.